Dataset: Forward reaction prediction with 1.9M reactions from USPTO patents (1976-2016). Task: Predict the product of the given reaction. Given the reactants [CH2:1]([N:8]1[CH2:13][CH2:12][CH2:11][C:10](=O)[CH2:9]1)[C:2]1[CH:7]=[CH:6][CH:5]=[CH:4][CH:3]=1.[N:15]1([C:20]2[CH:26]=[CH:25][C:23]([NH2:24])=[CH:22][CH:21]=2)[CH:19]=[CH:18][N:17]=[CH:16]1.[BH3-]C#N.[Na+].O, predict the reaction product. The product is: [N:15]1([C:20]2[CH:26]=[CH:25][C:23]([NH:24][CH:10]3[CH2:11][CH2:12][CH2:13][N:8]([CH2:1][C:2]4[CH:7]=[CH:6][CH:5]=[CH:4][CH:3]=4)[CH2:9]3)=[CH:22][CH:21]=2)[CH:19]=[CH:18][N:17]=[CH:16]1.